Dataset: Full USPTO retrosynthesis dataset with 1.9M reactions from patents (1976-2016). Task: Predict the reactants needed to synthesize the given product. (1) Given the product [Cl:42][C:39]1[CH:40]=[CH:41][C:36]([C:24]2([CH3:35])[C:25]([C:27]3[CH:32]=[CH:31][C:30]([Cl:33])=[C:29]([F:34])[CH:28]=3)=[N:5][S:1](=[O:3])(=[O:2])[NH:4]2)=[CH:37][N:38]=1, predict the reactants needed to synthesize it. The reactants are: [S:1]([NH2:5])([NH2:4])(=[O:3])=[O:2].N12CCCN=C1CCCCC2.O1CCOCC1.N[C:24]([C:36]1[CH:37]=[N:38][C:39]([Cl:42])=[CH:40][CH:41]=1)([CH3:35])[C:25]([C:27]1[CH:32]=[CH:31][C:30]([Cl:33])=[C:29]([F:34])[CH:28]=1)=O. (2) Given the product [Br:60][C:61]1[CH:67]=[CH:66][C:64]([NH:65][C:28]([C:26]2[C:25]([O:31][CH2:32][CH:33]([F:34])[F:35])=[CH:24][C:21]3[N:22]([CH3:23])[C:18]([NH:17][C:3]4[CH:4]=[C:5]([CH2:8][NH:9][C:10]([O:12][C:13]([CH3:14])([CH3:16])[CH3:15])=[O:11])[CH:6]=[CH:7][C:2]=4[Cl:1])=[N:19][C:20]=3[CH:27]=2)=[O:29])=[CH:63][CH:62]=1, predict the reactants needed to synthesize it. The reactants are: [Cl:1][C:2]1[CH:7]=[CH:6][C:5]([CH2:8][NH:9][C:10]([O:12][C:13]([CH3:16])([CH3:15])[CH3:14])=[O:11])=[CH:4][C:3]=1[NH:17][C:18]1[N:22]([CH3:23])[C:21]2[CH:24]=[C:25]([O:31][CH2:32][CH:33]([F:35])[F:34])[C:26]([C:28](O)=[O:29])=[CH:27][C:20]=2[N:19]=1.CN(C(ON1N=NC2C=CC=CC1=2)=[N+](C)C)C.F[P-](F)(F)(F)(F)F.[Br:60][C:61]1[CH:67]=[CH:66][C:64]([NH2:65])=[CH:63][CH:62]=1. (3) Given the product [Cl:1][C:2]1[CH:7]=[CH:6][CH:5]=[C:4]([Cl:42])[C:3]=1[C:8]1[N:26]([CH2:27][C@@H:28]2[CH2:33][CH2:32][CH2:31][N:30]([C:34]([O:36][C:37]([CH3:38])([CH3:40])[CH3:39])=[O:35])[CH2:29]2)[C:11]2[N:12]=[C:13]([NH:16][CH2:17][C:18]3[CH:23]=[CH:22][C:21]([F:24])=[C:20]([F:25])[CH:19]=3)[N:14]=[CH:15][C:10]=2[C:9]=1[CH3:41], predict the reactants needed to synthesize it. The reactants are: [Cl:1][C:2]1[CH:7]=[CH:6][CH:5]=[CH:4][C:3]=1[C:8]1[N:26]([CH2:27][C@H:28]2[CH2:33][CH2:32][CH2:31][N:30]([C:34]([O:36][C:37]([CH3:40])([CH3:39])[CH3:38])=[O:35])[CH2:29]2)[C:11]2[N:12]=[C:13]([NH:16][CH2:17][C:18]3[CH:23]=[CH:22][C:21]([F:24])=[C:20]([F:25])[CH:19]=3)[N:14]=[CH:15][C:10]=2[C:9]=1[CH3:41].[Cl:42]C1N=CC2C(C)=C(C3C(Cl)=CC=CC=3Cl)N(C[C@@H]3CCCN(C(OC(C)(C)C)=O)C3)C=2N=1. (4) Given the product [CH3:30][N:31]1[C:23]([C:17]2=[CH:22][C:1](=[O:4])[CH2:2][CH2:37][CH2:21][CH2:18]2)=[C:29]([N+:34]([O-:36])=[O:35])[CH:28]=[N:32]1, predict the reactants needed to synthesize it. The reactants are: [C:1]([O-:4])(=O)[CH3:2].[K+].B1(B2O[C:18]([CH3:21])(C)[C:17]([CH3:23])([CH3:22])O2)O[C:18](C)([CH3:21])[C:17]([CH3:23])([CH3:22])O1.ClCCl.Cl[C:28]1[N:32](C)[N:31]=[CH:30][C:29]=1[N+:34]([O-:36])=[O:35].[C:37](=O)([O-])[O-].[Na+].[Na+].C([O-])(=O)C.[K+]. (5) Given the product [CH2:1]([N:3]([CH2:19][CH3:20])[CH2:4][CH2:5][N:6]1[CH2:11][CH2:10][C:9]2[NH:12][C:13]([CH:16]=[C:26]3[C:25]4[C:29](=[CH:30][CH:31]=[C:23]([O:21][CH3:22])[CH:24]=4)[NH:28][C:27]3=[O:32])=[C:14]([CH3:15])[C:8]=2[C:7]1=[O:18])[CH3:2], predict the reactants needed to synthesize it. The reactants are: [CH2:1]([N:3]([CH2:19][CH3:20])[CH2:4][CH2:5][N:6]1[CH2:11][CH2:10][C:9]2[NH:12][C:13]([CH:16]=O)=[C:14]([CH3:15])[C:8]=2[C:7]1=[O:18])[CH3:2].[O:21]([C:23]1[CH:24]=[C:25]2[C:29](=[CH:30][CH:31]=1)[NH:28][C:27](=[O:32])[CH2:26]2)[CH3:22].